Dataset: Forward reaction prediction with 1.9M reactions from USPTO patents (1976-2016). Task: Predict the product of the given reaction. (1) Given the reactants [OH:1][C:2]([CH3:14])([CH3:13])[C:3]([O:5][CH2:6][C:7]1[CH:12]=[CH:11][CH:10]=[CH:9][CH:8]=1)=[O:4].N(C(OC(C)C)=O)=NC(OC(C)C)=O.[Cl:29][C:30]1[CH:35]=[CH:34][C:33]([C:36]([C:38]2[CH:43]=[CH:42][C:41](O)=[CH:40][CH:39]=2)=[O:37])=[CH:32][CH:31]=1.C1(P(C2C=CC=CC=2)C2C=CC=CC=2)C=CC=CC=1, predict the reaction product. The product is: [Cl:29][C:30]1[CH:31]=[CH:32][C:33]([C:36]([C:38]2[CH:43]=[CH:42][C:41]([O:1][C:2]([CH3:14])([CH3:13])[C:3]([O:5][CH2:6][C:7]3[CH:12]=[CH:11][CH:10]=[CH:9][CH:8]=3)=[O:4])=[CH:40][CH:39]=2)=[O:37])=[CH:34][CH:35]=1. (2) Given the reactants C(Cl)(=O)C(Cl)=O.[Cl:7][C:8]1[CH:13]=[CH:12][C:11]([C:14]2[S:18][C:17]([C:19](O)=[O:20])=[C:16]([C:22]3[CH:27]=[CH:26][C:25]([S:28](=[O:31])(=[O:30])[NH2:29])=[CH:24][CH:23]=3)[C:15]=2[CH2:32][N:33]([CH3:35])[CH3:34])=[CH:10][CH:9]=1.[CH3:36][N:37]([CH:39]=O)[CH3:38].C(N(CC)CC)C.Cl.[CH3:49][NH:50][O:51][CH3:52], predict the reaction product. The product is: [Cl:7][C:8]1[CH:13]=[CH:12][C:11]([C:14]2[S:18][C:17]([C:19]([N:50]([O:51][CH3:52])[CH3:49])=[O:20])=[C:16]([C:22]3[CH:23]=[CH:24][C:25]([S:28](=[O:30])(=[O:31])[N:29]=[CH:39][N:37]([CH3:36])[CH3:38])=[CH:26][CH:27]=3)[C:15]=2[CH2:32][N:33]([CH3:35])[CH3:34])=[CH:10][CH:9]=1. (3) Given the reactants C12[N:8]([C:9]3C=N[C:16]4[C:11](=[CH:12]C=[CH:14][CH:15]=4)[N:10]=3)CC1CCNC2.[Br:19][C:20]1[CH:25]=[CH:24][CH:23]=[CH:22][C:21]=1[C:26]([N:28]1[CH2:34][CH:33]2[CH:30]([CH2:31][NH:32]2)[CH2:29]1)=[O:27].ClC1N=C(C)C=C(C)N=1, predict the reaction product. The product is: [Br:19][C:20]1[CH:25]=[CH:24][CH:23]=[CH:22][C:21]=1[C:26]([N:28]1[CH2:34][CH:33]2[CH:30]([CH2:31][N:32]2[C:9]2[N:8]=[C:15]([CH3:14])[CH:16]=[C:11]([CH3:12])[N:10]=2)[CH2:29]1)=[O:27]. (4) Given the reactants [CH2:1]([O:3][C:4]([C:6]1([C:9]2[CH:14]=[CH:13][C:12]([C:15]3[CH:20]=[CH:19][C:18]([C:21]4[O:25][N:24]=[C:23]([CH3:26])[C:22]=4[NH2:27])=[CH:17][CH:16]=3)=[CH:11][CH:10]=2)[CH2:8][CH2:7]1)=[O:5])[CH3:2].Br[C:29]1[CH:34]=[CH:33][N:32]=[C:31]([C:35]2[CH:40]=[CH:39][CH:38]=[CH:37][C:36]=2[Cl:41])[CH:30]=1, predict the reaction product. The product is: [CH2:1]([O:3][C:4]([C:6]1([C:9]2[CH:10]=[CH:11][C:12]([C:15]3[CH:20]=[CH:19][C:18]([C:21]4[O:25][N:24]=[C:23]([CH3:26])[C:22]=4[NH:27][C:29]4[CH:34]=[CH:33][N:32]=[C:31]([C:35]5[CH:40]=[CH:39][CH:38]=[CH:37][C:36]=5[Cl:41])[CH:30]=4)=[CH:17][CH:16]=3)=[CH:13][CH:14]=2)[CH2:8][CH2:7]1)=[O:5])[CH3:2]. (5) Given the reactants [CH3:1][C:2]([O:5][C:6]([N:8]1[C@H:12]([C:13]([OH:15])=[O:14])[CH2:11][CH:10]([OH:16])[CH2:9]1)=[O:7])([CH3:4])[CH3:3].[CH2:17]([O:24][C:25]1[CH:30]=[CH:29][CH:28]=[C:27](F)[N:26]=1)[C:18]1[CH:23]=[CH:22][CH:21]=[CH:20][CH:19]=1.CC(C)([O-])C.[K+].S(=O)(=O)(O)[O-].[K+], predict the reaction product. The product is: [CH2:17]([O:24][C:25]1[N:26]=[C:27]([O:16][C@H:10]2[CH2:9][N:8]([C:6]([O:5][C:2]([CH3:1])([CH3:3])[CH3:4])=[O:7])[C@H:12]([C:13]([OH:15])=[O:14])[CH2:11]2)[CH:28]=[CH:29][CH:30]=1)[C:18]1[CH:19]=[CH:20][CH:21]=[CH:22][CH:23]=1. (6) Given the reactants FC(F)(F)C(O)=O.[CH:8]([C:11]1[S:12][CH:13]=[C:14]([C:16]([N:18]2[CH2:23][C:22]3([CH2:28][CH2:27][NH:26][CH2:25][CH2:24]3)[O:21][CH2:20][CH2:19]2)=[O:17])[N:15]=1)([CH3:10])[CH3:9].Br[CH2:30][C:31]1[CH:32]=[C:33]([CH2:37][CH2:38][OH:39])[CH:34]=[CH:35][CH:36]=1.C(N(CC)CC)C, predict the reaction product. The product is: [OH:39][CH2:38][CH2:37][C:33]1[CH:32]=[C:31]([CH:36]=[CH:35][CH:34]=1)[CH2:30][N:26]1[CH2:25][CH2:24][C:22]2([O:21][CH2:20][CH2:19][N:18]([C:16]([C:14]3[N:15]=[C:11]([CH:8]([CH3:10])[CH3:9])[S:12][CH:13]=3)=[O:17])[CH2:23]2)[CH2:28][CH2:27]1. (7) Given the reactants I[C:2]1[C:10]2[S:9][CH:8]=[N:7][C:6]=2[CH:5]=[CH:4][C:3]=1[O:11][C:12]1[C:21]2[C:16](=[CH:17][C:18]([O:24][CH3:25])=[C:19]([O:22][CH3:23])[CH:20]=2)[N:15]=[CH:14][CH:13]=1.[C:26]1(B(O)O)[CH:31]=[CH:30][CH:29]=[CH:28][CH:27]=1.C(=O)([O-])[O-].[K+].[K+].O, predict the reaction product. The product is: [CH3:23][O:22][C:19]1[CH:20]=[C:21]2[C:16](=[CH:17][C:18]=1[O:24][CH3:25])[N:15]=[CH:14][CH:13]=[C:12]2[O:11][C:3]1[CH:4]=[CH:5][C:6]2[N:7]=[CH:8][S:9][C:10]=2[C:2]=1[C:26]1[CH:31]=[CH:30][CH:29]=[CH:28][CH:27]=1. (8) Given the reactants COC1C=CC(C[N:8]2[C:16]3[CH:15]=[CH:14][N:13]=[C:12]([NH:17][CH2:18][C:19]([F:22])([F:21])[F:20])[C:11]=3[C:10]([Sn](C)(C)C)=[N:9]2)=CC=1.IC1[C:34]2[C:35](NCC(F)(F)F)=[N:36][CH:37]=[CH:38][C:33]=2N(CC2C=CC(OC)=CC=2)N=1.C[Sn](C)(C)[Sn](C)(C)C, predict the reaction product. The product is: [N:36]1[CH:37]=[CH:38][CH:33]=[CH:34][C:35]=1[C:10]1[C:11]2[C:12]([NH:17][CH2:18][C:19]([F:20])([F:21])[F:22])=[N:13][CH:14]=[CH:15][C:16]=2[NH:8][N:9]=1. (9) Given the reactants Br[CH2:2][CH2:3][CH2:4][CH2:5][CH2:6][CH2:7][O:8][C:9]([CH3:16])([CH3:15])[C:10]([O:12][CH2:13][CH3:14])=[O:11].[I-:17].[Na+], predict the reaction product. The product is: [I:17][CH2:2][CH2:3][CH2:4][CH2:5][CH2:6][CH2:7][O:8][C:9]([CH3:16])([CH3:15])[C:10]([O:12][CH2:13][CH3:14])=[O:11].